From a dataset of Forward reaction prediction with 1.9M reactions from USPTO patents (1976-2016). Predict the product of the given reaction. Given the reactants [Li+].[Cl-].[BH4-].[Na+].C[O:6][C:7](=O)/[CH:8]=[CH:9]/[CH2:10][C@H:11]1[CH2:13][C@@H:12]1[C:14]1[CH:15]=[N:16][CH:17]=[C:18]([O:20][CH2:21][C@@H:22]2[CH2:25][CH2:24][N:23]2[C:26]([O:28][C:29]([CH3:32])([CH3:31])[CH3:30])=[O:27])[CH:19]=1, predict the reaction product. The product is: [C:29]([O:28][C:26]([N:23]1[CH2:24][CH2:25][C@H:22]1[CH2:21][O:20][C:18]1[CH:19]=[C:14]([C@H:12]2[CH2:13][C@@H:11]2[CH2:10][CH2:9][CH2:8][CH2:7][OH:6])[CH:15]=[N:16][CH:17]=1)=[O:27])([CH3:32])([CH3:31])[CH3:30].